This data is from Forward reaction prediction with 1.9M reactions from USPTO patents (1976-2016). The task is: Predict the product of the given reaction. (1) Given the reactants [F:1][C:2]1[CH:7]=[CH:6][C:5]([C:8]2[N:9]=[C:10]([CH:20]([CH3:22])[CH3:21])[NH:11][C:12]=2[C:13]2[CH:18]=[CH:17][CH:16]=[C:15]([CH3:19])[N:14]=2)=[CH:4][C:3]=1[C:23]1[N:24](C(OC(C)(C)C)=O)[CH:25]=[CH:26][CH:27]=1.C[O-].[Na+].CO, predict the reaction product. The product is: [F:1][C:2]1[CH:7]=[CH:6][C:5]([C:8]2[N:9]=[C:10]([CH:20]([CH3:22])[CH3:21])[NH:11][C:12]=2[C:13]2[CH:18]=[CH:17][CH:16]=[C:15]([CH3:19])[N:14]=2)=[CH:4][C:3]=1[C:23]1[NH:24][CH:25]=[CH:26][CH:27]=1. (2) Given the reactants [CH3:1][O:2][C:3]1[CH:4]=[C:5]([C:9]2[CH:18]=[N:17][C:12]3[O:13][CH2:14][CH2:15][NH:16][C:11]=3[CH:10]=2)[CH:6]=[N:7][CH:8]=1.[Br:19][C:20]1[CH:21]=[C:22]([CH:26]=[C:27]([Br:31])[C:28]=1[O:29][CH3:30])[C:23](Cl)=[O:24].C(N(CC)CC)C.O, predict the reaction product. The product is: [Br:19][C:20]1[CH:21]=[C:22]([C:23]([N:16]2[CH2:15][CH2:14][O:13][C:12]3[N:17]=[CH:18][C:9]([C:5]4[CH:6]=[N:7][CH:8]=[C:3]([O:2][CH3:1])[CH:4]=4)=[CH:10][C:11]2=3)=[O:24])[CH:26]=[C:27]([Br:31])[C:28]=1[O:29][CH3:30]. (3) The product is: [C:1](=[N:14][NH:15][C:16]([CH2:17][CH:18]([C:21]1[CH:26]=[CH:25][CH:24]=[C:23]([O:27][CH3:28])[CH:22]=1)[CH2:19][O:20][S:31]([CH3:30])(=[O:33])=[O:32])=[O:29])([C:8]1[CH:13]=[CH:12][CH:11]=[CH:10][CH:9]=1)[C:2]1[CH:7]=[CH:6][CH:5]=[CH:4][CH:3]=1. Given the reactants [C:1](=[N:14][NH:15][C:16](=[O:29])[CH2:17][CH:18]([C:21]1[CH:26]=[CH:25][CH:24]=[C:23]([O:27][CH3:28])[CH:22]=1)[CH2:19][OH:20])([C:8]1[CH:13]=[CH:12][CH:11]=[CH:10][CH:9]=1)[C:2]1[CH:7]=[CH:6][CH:5]=[CH:4][CH:3]=1.[CH3:30][S:31](Cl)(=[O:33])=[O:32], predict the reaction product. (4) Given the reactants [CH3:1][O:2][C:3]1[CH:4]=[C:5]([CH:9]=[CH:10][CH:11]=[CH:12][C:13]([O:15][CH2:16][CH3:17])=[O:14])[CH:6]=[CH:7][CH:8]=1.[H][H], predict the reaction product. The product is: [CH3:1][O:2][C:3]1[CH:4]=[C:5]([CH2:9][CH2:10][CH2:11][CH2:12][C:13]([O:15][CH2:16][CH3:17])=[O:14])[CH:6]=[CH:7][CH:8]=1. (5) Given the reactants [NH2:1][C:2]1[C:7]([NH2:8])=[CH:6][CH:5]=[C:4]([N+:9]([O-:11])=[O:10])[C:3]=1[CH3:12].[CH:13](O)=O.Cl.[OH-].[NH4+], predict the reaction product. The product is: [CH3:12][C:3]1[C:2]2[NH:1][CH:13]=[N:8][C:7]=2[CH:6]=[CH:5][C:4]=1[N+:9]([O-:11])=[O:10]. (6) Given the reactants Cl[C:2]1[C:14]2[N:13]=[C:12]3[N:7]([CH2:8][CH2:9][O:10][C:11]3([CH3:16])[CH3:15])[C:6]=2[N:5]=[C:4]([Cl:17])[N:3]=1.[C@H:18]12[CH2:24][C@H:21]([NH:22][CH2:23]1)[CH2:20][O:19]2.C(N(CC)CC)C, predict the reaction product. The product is: [Cl:17][C:4]1[N:3]=[C:2]([N:22]2[CH2:23][C@@H:18]3[CH2:24][C@H:21]2[CH2:20][O:19]3)[C:14]2[N:13]=[C:12]3[N:7]([C:6]=2[N:5]=1)[CH2:8][CH2:9][O:10][C:11]3([CH3:16])[CH3:15]. (7) Given the reactants [O:1]=[C:2]1[CH2:7][O:6][CH2:5][CH2:4][N:3]1[C:8]([O:10][C:11]([CH3:14])([CH3:13])[CH3:12])=[O:9].C[Si](N([Li])[Si](C)(C)C)(C)C.[P:25](Cl)(=[O:40])([O:33][C:34]1[CH:39]=[CH:38][CH:37]=[CH:36][CH:35]=1)[O:26][C:27]1[CH:32]=[CH:31][CH:30]=[CH:29][CH:28]=1.[Cl-].[NH4+], predict the reaction product. The product is: [O:33]([P:25]([O:1][C:2]1[N:3]([C:8]([O:10][C:11]([CH3:14])([CH3:13])[CH3:12])=[O:9])[CH2:4][CH2:5][O:6][CH:7]=1)([O:26][C:27]1[CH:32]=[CH:31][CH:30]=[CH:29][CH:28]=1)=[O:40])[C:34]1[CH:35]=[CH:36][CH:37]=[CH:38][CH:39]=1.